Regression. Given a peptide amino acid sequence and an MHC pseudo amino acid sequence, predict their binding affinity value. This is MHC class II binding data. From a dataset of Peptide-MHC class II binding affinity with 134,281 pairs from IEDB. (1) The MHC is DRB1_0101 with pseudo-sequence DRB1_0101. The peptide sequence is CSSRILELCFKLSVK. The binding affinity (normalized) is 0.310. (2) The peptide sequence is EAQLNINQEWNKALGLPKYT. The MHC is DRB1_0701 with pseudo-sequence DRB1_0701. The binding affinity (normalized) is 0.610. (3) The peptide sequence is TEDQAMEDIKQMEAESIS. The MHC is HLA-DQA10301-DQB10302 with pseudo-sequence HLA-DQA10301-DQB10302. The binding affinity (normalized) is 0.433.